Dataset: Reaction yield outcomes from USPTO patents with 853,638 reactions. Task: Predict the reaction yield, written as a fraction of the theoretical maximum amount of product (1.0 means a 100% yield; for example, 0.34 means a 34% yield). (1) The reactants are ClCCl.[C:4]([O:12][CH2:13][CH3:14])(=[O:11])[CH2:5][C:6]([O:8][CH2:9][CH3:10])=[O:7].[C:15]1(=O)[CH2:18][CH2:17][CH2:16]1.N1C=CC=CC=1.C1(C)C=CC=CC=1. The catalyst is [Ti](Cl)(Cl)(Cl)Cl. The product is [C:15]1(=[C:5]([C:6]([O:8][CH2:9][CH3:10])=[O:7])[C:4]([O:12][CH2:13][CH3:14])=[O:11])[CH2:18][CH2:17][CH2:16]1. The yield is 0.673. (2) The reactants are [CH3:1][C:2]1[N:7]2[N:8]=[C:9]([CH2:11][CH2:12][C:13]3[N:18]=[C:17]([N+:19]([O-])=O)[C:16]([OH:22])=[CH:15][CH:14]=3)[N:10]=[C:6]2[C:5]([CH3:23])=[N:4][CH:3]=1. The catalyst is C1COCC1.[Ni]. The product is [NH2:19][C:17]1[C:16]([OH:22])=[CH:15][CH:14]=[C:13]([CH2:12][CH2:11][C:9]2[N:10]=[C:6]3[C:5]([CH3:23])=[N:4][CH:3]=[C:2]([CH3:1])[N:7]3[N:8]=2)[N:18]=1. The yield is 0.440. (3) The reactants are [NH2:1][C:2]1[CH:6]=[CH:5][N:4]([CH2:7][C:8]([CH3:11])([OH:10])[CH3:9])C=1.CC[N:14](C(C)C)C(C)C.[Cl:21][C:22]1[C:23]([F:52])=[C:24]([C@@H:28]2[C@:32]([C:35]3[CH:40]=[CH:39][C:38]([Cl:41])=[CH:37][C:36]=3[F:42])([C:33]#[N:34])[C@H:31]([CH2:43][C:44]([CH3:47])([CH3:46])[CH3:45])[N:30]([CH3:48])[C@H:29]2[C:49]([OH:51])=O)[CH:25]=[CH:26][CH:27]=1.CN(C(ON1N=NC2C=CC=NC1=2)=[N+](C)C)C.F[P-](F)(F)(F)(F)F. The catalyst is C(Cl)Cl. The product is [OH:10][C:8]([CH3:11])([CH3:9])[CH2:7][N:4]1[CH:5]=[CH:6][C:2]([NH:1][C:49]([C@H:29]2[C@H:28]([C:24]3[CH:25]=[CH:26][CH:27]=[C:22]([Cl:21])[C:23]=3[F:52])[C@:32]([C:35]3[CH:40]=[CH:39][C:38]([Cl:41])=[CH:37][C:36]=3[F:42])([C:33]#[N:34])[C@H:31]([CH2:43][C:44]([CH3:47])([CH3:46])[CH3:45])[N:30]2[CH3:48])=[O:51])=[N:14]1. The yield is 0.187.